This data is from NCI-60 drug combinations with 297,098 pairs across 59 cell lines. The task is: Regression. Given two drug SMILES strings and cell line genomic features, predict the synergy score measuring deviation from expected non-interaction effect. (1) Synergy scores: CSS=6.03, Synergy_ZIP=0.300, Synergy_Bliss=1.02, Synergy_Loewe=-4.09, Synergy_HSA=-3.66. Drug 2: CN1C2=C(C=C(C=C2)N(CCCl)CCCl)N=C1CCCC(=O)O.Cl. Drug 1: C1CCC(C1)C(CC#N)N2C=C(C=N2)C3=C4C=CNC4=NC=N3. Cell line: HOP-62. (2) Drug 1: CC12CCC3C(C1CCC2=O)CC(=C)C4=CC(=O)C=CC34C. Drug 2: C1CC(C1)(C(=O)O)C(=O)O.[NH2-].[NH2-].[Pt+2]. Cell line: A498. Synergy scores: CSS=42.0, Synergy_ZIP=0.0828, Synergy_Bliss=3.34, Synergy_Loewe=-4.02, Synergy_HSA=4.16. (3) Drug 1: CC12CCC(CC1=CCC3C2CCC4(C3CC=C4C5=CN=CC=C5)C)O. Drug 2: CNC(=O)C1=NC=CC(=C1)OC2=CC=C(C=C2)NC(=O)NC3=CC(=C(C=C3)Cl)C(F)(F)F. Cell line: HT29. Synergy scores: CSS=40.7, Synergy_ZIP=-0.211, Synergy_Bliss=3.21, Synergy_Loewe=-2.09, Synergy_HSA=2.49. (4) Drug 1: C1CCN(CC1)CCOC2=CC=C(C=C2)C(=O)C3=C(SC4=C3C=CC(=C4)O)C5=CC=C(C=C5)O. Drug 2: CCC1=CC2CC(C3=C(CN(C2)C1)C4=CC=CC=C4N3)(C5=C(C=C6C(=C5)C78CCN9C7C(C=CC9)(C(C(C8N6C)(C(=O)OC)O)OC(=O)C)CC)OC)C(=O)OC.C(C(C(=O)O)O)(C(=O)O)O. Cell line: EKVX. Synergy scores: CSS=52.9, Synergy_ZIP=0.328, Synergy_Bliss=1.57, Synergy_Loewe=-18.3, Synergy_HSA=1.65.